This data is from Catalyst prediction with 721,799 reactions and 888 catalyst types from USPTO. The task is: Predict which catalyst facilitates the given reaction. (1) Reactant: COC(C1SC(C#CC(C)(C)C)=CC=1NC1CC(OCC2C=CC=CC=2)C1)=O.C(N(CC)C(C)C)(C)C.C[C@H]1CC[C@H](C(Cl)=O)CC1.[CH3:48][O:49][C:50]([C:52]1[S:53][C:54]([C:79]#[C:80][C:81]([CH3:84])([CH3:83])[CH3:82])=[CH:55][C:56]=1[N:57]([CH:67]1[CH2:70][CH:69]([O:71][CH2:72][C:73]2[CH:78]=[CH:77][CH:76]=[CH:75][CH:74]=2)[CH2:68]1)[C:58]([C@H:60]1[CH2:65][CH2:64][C@H:63]([CH3:66])[CH2:62][CH2:61]1)=[O:59])=[O:51]. Product: [CH3:48][O:49][C:50]([C:52]1[S:53][C:54]([C:79]#[C:80][C:81]([CH3:82])([CH3:84])[CH3:83])=[CH:55][C:56]=1[N:57]([CH:67]1[CH2:70][CH:69]([O:71][CH2:72][C:73]2[CH:74]=[CH:75][CH:76]=[CH:77][CH:78]=2)[CH2:68]1)[C:58]([C@H:60]1[CH2:65][CH2:64][C@@H:63]([CH3:66])[CH2:62][CH2:61]1)=[O:59])=[O:51]. The catalyst class is: 26. (2) Reactant: [Cl:1][CH2:2][C:3]([NH:5][CH2:6][CH2:7][C:8]1[CH:13]=[CH:12][CH:11]=[C:10]([O:14][CH3:15])[CH:9]=1)=O.O=P12OP3(OP(OP(O3)(O1)=O)(=O)O2)=O.Cl.CCOCC. Product: [Cl-:1].[Cl:1][CH2:2][C:3]1[C:13]2[C:8](=[CH:9][C:10]([O:14][CH3:15])=[CH:11][CH:12]=2)[CH2:7][CH2:6][NH+:5]=1. The catalyst class is: 28. (3) Reactant: C([Mg]Br)C.[Br:5][C:6]1[CH:20]=[CH:19][C:9]2[C:10]3[N:11]([CH:15]=[C:16](I)[N:17]=3)[CH2:12][CH2:13][O:14][C:8]=2[CH:7]=1.CN(C)[CH:23]=[O:24]. Product: [Br:5][C:6]1[CH:20]=[CH:19][C:9]2[C:10]3[N:11]([CH:15]=[C:16]([CH:23]=[O:24])[N:17]=3)[CH2:12][CH2:13][O:14][C:8]=2[CH:7]=1. The catalyst class is: 469. (4) Reactant: [C:1]1([C:25]2[CH:30]=[CH:29][CH:28]=[CH:27][CH:26]=2)[CH:6]=[CH:5][C:4]([CH2:7][NH:8][CH2:9][C:10]2[CH:11]=[C:12]([CH:22]=[CH:23][CH:24]=2)[CH2:13][NH:14][C:15](=[O:21])[O:16][C:17]([CH3:20])([CH3:19])[CH3:18])=[CH:3][CH:2]=1.[Cl:31][C:32]1[C:33]([OH:43])=[C:34]([S:39](Cl)(=[O:41])=[O:40])[CH:35]=[C:36]([Cl:38])[CH:37]=1.CCN(CC)CC. Product: [C:1]1([C:25]2[CH:26]=[CH:27][CH:28]=[CH:29][CH:30]=2)[CH:6]=[CH:5][C:4]([CH2:7][N:8]([CH2:9][C:10]2[CH:11]=[C:12]([CH:22]=[CH:23][CH:24]=2)[CH2:13][NH:14][C:15](=[O:21])[O:16][C:17]([CH3:20])([CH3:19])[CH3:18])[S:39]([C:34]2[CH:35]=[C:36]([Cl:38])[CH:37]=[C:32]([Cl:31])[C:33]=2[OH:43])(=[O:40])=[O:41])=[CH:3][CH:2]=1. The catalyst class is: 2. (5) Reactant: [Cl:1][C:2]1[CH:7]=[CH:6][C:5]([NH:8][C:9](=[O:14])[C:10]([CH3:13])([CH3:12])[CH3:11])=[CH:4][CH:3]=1.CCCCCC.C([Li])CCC.[CH3:26][O:27][C:28]1[C:41]([O:42][C:43]([F:46])([F:45])[F:44])=[CH:40][CH:39]=[CH:38][C:29]=1[C:30](N1CCOCC1)=[O:31].[Cl-].[NH4+]. Product: [Cl:1][C:2]1[CH:3]=[CH:4][C:5]([NH:8][C:9](=[O:14])[C:10]([CH3:11])([CH3:13])[CH3:12])=[C:6]([C:30](=[O:31])[C:29]2[CH:38]=[CH:39][CH:40]=[C:41]([O:42][C:43]([F:45])([F:46])[F:44])[C:28]=2[O:27][CH3:26])[CH:7]=1. The catalyst class is: 7. (6) Reactant: ClCCl.[Br:4][C:5]1[C:6]([O:29]C)=[C:7]([NH:22][C:23](=[O:28])[C:24]([CH3:27])([CH3:26])[CH3:25])[C:8]([C:20]#[N:21])=[C:9]([CH3:19])[C:10]=1[CH:11]=[CH:12][C:13]1[CH:18]=[CH:17][CH:16]=[CH:15][CH:14]=1.BrB(Br)Br.O. Product: [Br:4][C:5]1[C:6]([OH:29])=[C:7]([NH:22][C:23](=[O:28])[C:24]([CH3:25])([CH3:27])[CH3:26])[C:8]([C:20]#[N:21])=[C:9]([CH3:19])[C:10]=1[CH:11]=[CH:12][C:13]1[CH:18]=[CH:17][CH:16]=[CH:15][CH:14]=1. The catalyst class is: 170. (7) Reactant: [CH2:1]([C:3]1[NH:4][C:5](=[O:16])[C:6]2[N:11]([CH3:12])[N:10]=[C:9]([CH2:13][CH2:14][CH3:15])[C:7]=2[N:8]=1)[CH3:2].[CH2:17]([O:19][C:20](=[O:39])[C:21]([O:24][C:25]1[CH:30]=[CH:29][C:28]([CH2:31][CH2:32][CH2:33]OS(C)(=O)=O)=[CH:27][CH:26]=1)([CH3:23])[CH3:22])[CH3:18]. Product: [CH2:17]([O:19][C:20](=[O:39])[C:21]([O:24][C:25]1[CH:30]=[CH:29][C:28]([CH2:31][CH2:32][CH2:33][N:4]2[C:5](=[O:16])[C:6]3[N:11]([CH3:12])[N:10]=[C:9]([CH2:13][CH2:14][CH3:15])[C:7]=3[N:8]=[C:3]2[CH2:1][CH3:2])=[CH:27][CH:26]=1)([CH3:22])[CH3:23])[CH3:18]. The catalyst class is: 42.